From a dataset of In vitro SARS-CoV-2 activity screen of 1,480 approved drugs from Prestwick library. Binary Classification. Given a drug SMILES string, predict its activity (active/inactive) in a high-throughput screening assay against a specified biological target. (1) The drug is O=C(NCCN1CCOCC1)c1ccc(Cl)cc1. The result is 0 (inactive). (2) The compound is Nc1ccc(S(=O)(=O)c2ccc(N)cc2)cc1. The result is 0 (inactive). (3) The molecule is CC(=O)O[C@]1(C(C)=O)CC[C@H]2[C@@H]3C=C(C)C4=CC(=O)CC[C@@H]4[C@H]3CC[C@@]21C. The result is 0 (inactive). (4) The molecule is Cc1cccc(Nc2ccncc2S(=O)(=O)NC(=O)NC(C)C)c1. The result is 0 (inactive). (5) The molecule is CCCc1nc2c(C)cc(-c3nc4ccccc4n3C)cc2n1Cc1ccc(-c2ccccc2C(=O)O)cc1. The result is 0 (inactive).